From a dataset of Reaction yield outcomes from USPTO patents with 853,638 reactions. Predict the reaction yield, written as a fraction of the theoretical maximum amount of product (1.0 means a 100% yield; for example, 0.34 means a 34% yield). (1) The reactants are [Br:1][C:2]1[CH:14]=[CH:13][C:12]2[C:11]3[C:6](=[CH:7][CH:8]=[CH:9][CH:10]=3)[NH:5][C:4]=2[CH:3]=1.Br[C:16]1[CH:21]=[CH:20][CH:19]=[CH:18][N:17]=1.C(=O)([O-])[O-].[K+].[K+].N1CCC[C@H]1C(O)=O. The catalyst is [Cu]I. The product is [Br:1][C:2]1[CH:14]=[CH:13][C:12]2[C:11]3[C:6](=[CH:7][CH:8]=[CH:9][CH:10]=3)[N:5]([C:16]3[CH:21]=[CH:20][CH:19]=[CH:18][N:17]=3)[C:4]=2[CH:3]=1. The yield is 0.700. (2) The reactants are Cl[CH2:2][C:3]([NH:5][C:6]1[CH:25]=[CH:24][C:9]([O:10][CH:11]2[CH2:16][CH2:15][N:14]([C:17]([O:19][C:20]([CH3:23])([CH3:22])[CH3:21])=[O:18])[CH2:13][CH2:12]2)=[CH:8][C:7]=1[F:26])=[O:4].[NH:27]1[CH2:32][CH2:31][O:30][CH2:29][CH2:28]1.C(=O)([O-])[O-].[K+].[K+]. The catalyst is C(#N)C. The product is [F:26][C:7]1[CH:8]=[C:9]([CH:24]=[CH:25][C:6]=1[NH:5][C:3](=[O:4])[CH2:2][N:27]1[CH2:32][CH2:31][O:30][CH2:29][CH2:28]1)[O:10][CH:11]1[CH2:16][CH2:15][N:14]([C:17]([O:19][C:20]([CH3:23])([CH3:22])[CH3:21])=[O:18])[CH2:13][CH2:12]1. The yield is 0.835. (3) The reactants are [CH3:1][C:2]1[C:10]2[C:9](=[O:11])[NH:8][C:7]([CH2:12][CH2:13][CH3:14])=[N:6][C:5]=2[O:4][N:3]=1.[CH2:15](Br)[C:16]1[CH:21]=[CH:20][CH:19]=[CH:18][CH:17]=1.C(=O)([O-])[O-].[K+].[K+]. The catalyst is CN(C=O)C.O. The product is [CH2:15]([N:8]1[C:9](=[O:11])[C:10]2[C:2]([CH3:1])=[N:3][O:4][C:5]=2[N:6]=[C:7]1[CH2:12][CH2:13][CH3:14])[C:16]1[CH:21]=[CH:20][CH:19]=[CH:18][CH:17]=1. The yield is 0.680. (4) The reactants are [Cl:1][C:2]1[CH:7]=[CH:6][C:5]([O:8][C:9]2[CH:14]=[CH:13][C:12]([CH:15]=[CH2:16])=[CH:11][CH:10]=2)=[CH:4][C:3]=1[O:17][C:18]([F:21])([F:20])[F:19].B1C2CCCC1CCC2.[OH-:31].[Na+].OO. The catalyst is C1COCC1. The product is [Cl:1][C:2]1[CH:7]=[CH:6][C:5]([O:8][C:9]2[CH:10]=[CH:11][C:12]([CH2:15][CH2:16][OH:31])=[CH:13][CH:14]=2)=[CH:4][C:3]=1[O:17][C:18]([F:20])([F:19])[F:21]. The yield is 0.355. (5) The reactants are [N+:1]([C:4]1[CH:9]=[C:8]([N+:10]([O-])=O)[CH:7]=[CH:6][C:5]=1[S:13][CH2:14][C:15]([OH:17])=O)([O-])=O.O.O.[Sn](Cl)Cl. The catalyst is C(O)C. The product is [NH2:10][C:8]1[CH:7]=[CH:6][C:5]2[S:13][CH2:14][C:15](=[O:17])[NH:1][C:4]=2[CH:9]=1. The yield is 0.520.